Dataset: NCI-60 drug combinations with 297,098 pairs across 59 cell lines. Task: Regression. Given two drug SMILES strings and cell line genomic features, predict the synergy score measuring deviation from expected non-interaction effect. (1) Drug 1: CC1OCC2C(O1)C(C(C(O2)OC3C4COC(=O)C4C(C5=CC6=C(C=C35)OCO6)C7=CC(=C(C(=C7)OC)O)OC)O)O. Drug 2: CC1=C(C=C(C=C1)NC(=O)C2=CC=C(C=C2)CN3CCN(CC3)C)NC4=NC=CC(=N4)C5=CN=CC=C5. Synergy scores: CSS=10.7, Synergy_ZIP=-4.08, Synergy_Bliss=2.88, Synergy_Loewe=-9.34, Synergy_HSA=-0.971. Cell line: M14. (2) Drug 1: C1CCC(C1)C(CC#N)N2C=C(C=N2)C3=C4C=CNC4=NC=N3. Drug 2: CCCCCOC(=O)NC1=NC(=O)N(C=C1F)C2C(C(C(O2)C)O)O. Cell line: A498. Synergy scores: CSS=4.69, Synergy_ZIP=-3.73, Synergy_Bliss=-4.10, Synergy_Loewe=-5.09, Synergy_HSA=-4.80. (3) Drug 1: CC1CC2C3CCC4=CC(=O)C=CC4(C3(C(CC2(C1(C(=O)CO)O)C)O)F)C. Drug 2: CN1C(=O)N2C=NC(=C2N=N1)C(=O)N. Cell line: OVCAR3. Synergy scores: CSS=-7.37, Synergy_ZIP=3.57, Synergy_Bliss=-0.338, Synergy_Loewe=-5.94, Synergy_HSA=-5.15. (4) Drug 2: C(=O)(N)NO. Drug 1: CC1=C(C(=CC=C1)Cl)NC(=O)C2=CN=C(S2)NC3=CC(=NC(=N3)C)N4CCN(CC4)CCO. Cell line: K-562. Synergy scores: CSS=64.9, Synergy_ZIP=0.713, Synergy_Bliss=-0.589, Synergy_Loewe=-2.26, Synergy_HSA=-0.360.